Dataset: Retrosynthesis with 50K atom-mapped reactions and 10 reaction types from USPTO. Task: Predict the reactants needed to synthesize the given product. (1) Given the product C=CCN(C)CCCCCCOc1ccc(C(=O)c2ccc(Br)cc2)c(NC=O)c1, predict the reactants needed to synthesize it. The reactants are: C=CCN(C)CCCCCCOc1ccc(C(=O)c2ccc(Br)cc2)c(N)c1.NC=O. (2) Given the product O=S(=O)(NC1CCN(CCN2CCOCC2)CC1)c1cc(S(=O)(=O)c2ccccc2)ccc1C(F)(F)F, predict the reactants needed to synthesize it. The reactants are: ClCCN1CCOCC1.O=S(=O)(NC1CCNCC1)c1cc(S(=O)(=O)c2ccccc2)ccc1C(F)(F)F. (3) Given the product CC(C)(C)[Si](C)(C)OCCCN1CCNC1=O, predict the reactants needed to synthesize it. The reactants are: CC(C)(C)[Si](C)(C)OCCCBr.O=C1NCCN1. (4) Given the product COc1ccc(-c2nc(CCCO)c(C)o2)cc1, predict the reactants needed to synthesize it. The reactants are: C=CCc1nc(-c2ccc(OC)cc2)oc1C.OO. (5) Given the product CC(C)=Nn1c(-c2c(F)cccc2F)c(Cl)nc(-n2cccn2)c1=O, predict the reactants needed to synthesize it. The reactants are: CC(C)=O.Nn1c(-c2c(F)cccc2F)c(Cl)nc(-n2cccn2)c1=O. (6) Given the product COc1ccc(C(C)(C)C)cc1S(=O)(=O)N=CN(C)C, predict the reactants needed to synthesize it. The reactants are: COC(OC)N(C)C.COc1ccc(C(C)(C)C)cc1S(N)(=O)=O. (7) Given the product Cc1ccncc1-n1nc(C)c(CC(=O)O)c1-c1ccccc1, predict the reactants needed to synthesize it. The reactants are: COC(=O)Cc1c(C)nn(-c2cnccc2C)c1-c1ccccc1.